From a dataset of Reaction yield outcomes from USPTO patents with 853,638 reactions. Predict the reaction yield, written as a fraction of the theoretical maximum amount of product (1.0 means a 100% yield; for example, 0.34 means a 34% yield). (1) The reactants are [F:1][CH:2]([F:29])[N:3]1[C:7]([C:8]2[CH:9]=[C:10]([C@@H:14]([NH:18][C:19](=[O:25])[O:20][C:21]([CH3:24])([CH3:23])[CH3:22])[CH2:15][CH:16]=[CH2:17])[CH:11]=[CH:12][CH:13]=2)=[C:6]([N+:26]([O-])=O)[CH:5]=[N:4]1.[NH4+].[Cl-]. The catalyst is CC(C)=O.O.[Zn]. The product is [NH2:26][C:6]1[CH:5]=[N:4][N:3]([CH:2]([F:1])[F:29])[C:7]=1[C:8]1[CH:9]=[C:10]([C@@H:14]([NH:18][C:19](=[O:25])[O:20][C:21]([CH3:24])([CH3:22])[CH3:23])[CH2:15][CH:16]=[CH2:17])[CH:11]=[CH:12][CH:13]=1. The yield is 0.900. (2) The reactants are [Br:1][C:2]1[CH:7]=[C:6]([N+:8]([O-])=O)[CH:5]=[C:4]([Br:11])[C:3]=1[OH:12].O.O.[Sn](Cl)Cl. The catalyst is CO. The product is [NH2:8][C:6]1[CH:7]=[C:2]([Br:1])[C:3]([OH:12])=[C:4]([Br:11])[CH:5]=1. The yield is 0.930.